Dataset: Full USPTO retrosynthesis dataset with 1.9M reactions from patents (1976-2016). Task: Predict the reactants needed to synthesize the given product. (1) The reactants are: Cl[C:2]1[N:7]=[C:6]([CH3:8])[N:5]=[C:4]([N:9]([CH2:19][C:20]2[CH:25]=[CH:24][C:23]([O:26][CH3:27])=[CH:22][CH:21]=2)[CH2:10][C:11]2[CH:16]=[CH:15][C:14]([O:17][CH3:18])=[CH:13][CH:12]=2)[N:3]=1.[O:28]1[CH2:32][CH2:31][O:30][CH:29]1[C:33]1[CH:34]=[C:35](B2OC(C)(C)C(C)(C)O2)[C:36]([F:39])=[N:37][CH:38]=1.C([O-])(=O)C.[K+]. Given the product [O:28]1[CH2:32][CH2:31][O:30][CH:29]1[C:33]1[CH:34]=[C:35]([C:2]2[N:7]=[C:6]([CH3:8])[N:5]=[C:4]([N:9]([CH2:19][C:20]3[CH:25]=[CH:24][C:23]([O:26][CH3:27])=[CH:22][CH:21]=3)[CH2:10][C:11]3[CH:16]=[CH:15][C:14]([O:17][CH3:18])=[CH:13][CH:12]=3)[N:3]=2)[C:36]([F:39])=[N:37][CH:38]=1, predict the reactants needed to synthesize it. (2) Given the product [C:22]([O:21][C@@H:16]([C:11]1[C:12]([CH3:15])=[CH:13][CH:14]=[C:9]([O:8][CH2:1][C:2]2[CH:7]=[CH:6][CH:5]=[CH:4][CH:3]=2)[C:10]=1[C:33]1[CH:34]=[CH:35][C:36]2[O:27][CH2:28][CH2:29][CH2:30][C:31]=2[CH:32]=1)[C:17]([O:19][CH3:20])=[O:18])([CH3:25])([CH3:24])[CH3:23], predict the reactants needed to synthesize it. The reactants are: [CH2:1]([O:8][C:9]1[C:10](Br)=[C:11]([C@H:16]([O:21][C:22]([CH3:25])([CH3:24])[CH3:23])[C:17]([O:19][CH3:20])=[O:18])[C:12]([CH3:15])=[CH:13][CH:14]=1)[C:2]1[CH:7]=[CH:6][CH:5]=[CH:4][CH:3]=1.[O:27]1[C:36]2[C:31](=[CH:32][C:33](B(O)O)=[CH:34][CH:35]=2)[CH2:30][CH2:29][CH2:28]1.C(=O)([O-])[O-].[Na+].[Na+].